From a dataset of Full USPTO retrosynthesis dataset with 1.9M reactions from patents (1976-2016). Predict the reactants needed to synthesize the given product. The reactants are: [C:1]1([C:7]([CH2:23][CH3:24])=[C:8]([C:16]2[CH:21]=[CH:20][C:19]([OH:22])=[CH:18][CH:17]=2)[C:9]2[CH:14]=[CH:13][C:12]([OH:15])=[CH:11][CH:10]=2)[CH:6]=[CH:5][CH:4]=[CH:3][CH:2]=1.[CH3:25][N:26]1[CH2:30][CH2:29][CH2:28][CH:27]1[CH2:31]O. Given the product [CH3:25][N:26]1[CH2:30][CH2:29][CH2:28][CH:27]1[CH2:31][O:22][C:19]1[CH:18]=[CH:17][C:16]([C:8]([C:9]2[CH:14]=[CH:13][C:12]([OH:15])=[CH:11][CH:10]=2)=[C:7]([C:1]2[CH:6]=[CH:5][CH:4]=[CH:3][CH:2]=2)[CH2:23][CH3:24])=[CH:21][CH:20]=1, predict the reactants needed to synthesize it.